Predict the product of the given reaction. From a dataset of Forward reaction prediction with 1.9M reactions from USPTO patents (1976-2016). (1) Given the reactants O[C:2]1[C:7]([CH:8]=[CH:9][C:10]([C:12]2[CH:17]=[CH:16][CH:15]=[CH:14][CH:13]=2)=[O:11])=[C:6](O)[C:5](O)=[C:4](O)[C:3]=1O.P(O)(O)([O-])=[O:23].C(O)(=O)CC(CC(O)=O)(C(O)=O)O.[Na+], predict the reaction product. The product is: [CH:4]1[CH:5]=[CH:6][C:7](/[CH:8]=[C:9]2/[C:10]([C:12]3[C:17]([O:23]/2)=[CH:16][CH:15]=[CH:14][CH:13]=3)=[O:11])=[CH:2][CH:3]=1. (2) Given the reactants CN1CCOCC1.[C:8]([O:12][C:13]([N:15]1[CH2:22][C:21]([F:24])([F:23])[CH2:20][C@@:16]1([CH2:25][C:26]1[CH:31]=[CH:30][C:29]([C:32]2[CH:37]=[CH:36][C:35]([F:38])=[CH:34][N:33]=2)=[CH:28][CH:27]=1)[C:17]([OH:19])=O)=[O:14])([CH3:11])([CH3:10])[CH3:9].[NH2:39][CH2:40][CH:41]([OH:48])[CH2:42][C:43]([CH3:47])([CH3:46])[CH2:44][CH3:45].Cl.CN(C)CCCN=C=NCC.OC1C2N=NNC=2C=CC=1, predict the reaction product. The product is: [F:23][C:21]1([F:24])[CH2:22][N:15]([C:13]([O:12][C:8]([CH3:11])([CH3:10])[CH3:9])=[O:14])[C:16]([CH2:25][C:26]2[CH:31]=[CH:30][C:29]([C:32]3[CH:37]=[CH:36][C:35]([F:38])=[CH:34][N:33]=3)=[CH:28][CH:27]=2)([C:17]([NH:39][CH2:40][CH:41]([OH:48])[CH2:42][C:43]([CH3:47])([CH3:46])[CH2:44][CH3:45])=[O:19])[CH2:20]1. (3) The product is: [Si:1]([O:8][C:9]1[CH:17]=[CH:16][CH:15]=[C:14]2[C:10]=1[CH:11]=[CH:12][N:13]2[C:22]([O:24][CH2:25][C:26]1[CH:31]=[CH:30][CH:29]=[CH:28][CH:27]=1)=[O:23])([C:4]([CH3:7])([CH3:6])[CH3:5])([CH3:3])[CH3:2]. Given the reactants [Si:1]([O:8][C:9]1[CH:17]=[CH:16][CH:15]=[C:14]2[C:10]=1[CH:11]=[CH:12][NH:13]2)([C:4]([CH3:7])([CH3:6])[CH3:5])([CH3:3])[CH3:2].[Br-].[OH-].[Na+].Cl[C:22]([O:24][CH2:25][C:26]1[CH:31]=[CH:30][CH:29]=[CH:28][CH:27]=1)=[O:23].C(N)CN, predict the reaction product. (4) The product is: [OH:17][C:18]1([CH2:14][C:13]([O:12][CH3:10])=[O:16])[CH2:19][CH2:20][N:21]([C:24]([O:26][CH2:27][C:28]2[CH:33]=[CH:32][CH:31]=[CH:30][CH:29]=2)=[O:25])[CH2:22][CH2:23]1. Given the reactants BrC(Br)C.C[Si](Cl)(C)C.[CH2:10]([O:12][C:13](=[O:16])[CH2:14]Br)C.[O:17]=[C:18]1[CH2:23][CH2:22][N:21]([C:24]([O:26][CH2:27][C:28]2[CH:33]=[CH:32][CH:31]=[CH:30][CH:29]=2)=[O:25])[CH2:20][CH2:19]1, predict the reaction product.